This data is from Reaction yield outcomes from USPTO patents with 853,638 reactions. The task is: Predict the reaction yield, written as a fraction of the theoretical maximum amount of product (1.0 means a 100% yield; for example, 0.34 means a 34% yield). The reactants are [Cl:1][C:2]1[C:3]([OH:14])=[CH:4][C:5]([O:12][CH3:13])=[C:6]([CH:11]=1)[C:7](OC)=[O:8].[H-].[Al+3].[Li+].[H-].[H-].[H-].C([C@@H]([C@H](C([O-])=O)O)O)([O-])=O.C(OCC)(=O)C. The catalyst is C1COCC1. The product is [Cl:1][C:2]1[CH:11]=[C:6]([CH2:7][OH:8])[C:5]([O:12][CH3:13])=[CH:4][C:3]=1[OH:14]. The yield is 4.50.